This data is from Catalyst prediction with 721,799 reactions and 888 catalyst types from USPTO. The task is: Predict which catalyst facilitates the given reaction. The catalyst class is: 14. Product: [S:18]1[C:19]2[CH:25]=[CH:24][CH:23]=[CH:22][C:20]=2[N:21]=[C:17]1[S:16][CH2:3][C@H:2]([OH:1])[CH2:4][N:5]1[C:9](=[O:10])[C:8]2=[CH:11][CH:12]=[CH:13][CH:14]=[C:7]2[C:6]1=[O:15]. Reactant: [O:1]1[CH2:3][C@H:2]1[CH2:4][N:5]1[C:9](=[O:10])[C:8]2=[CH:11][CH:12]=[CH:13][CH:14]=[C:7]2[C:6]1=[O:15].[SH:16][C:17]1[S:18][C:19]2[CH:25]=[CH:24][CH:23]=[CH:22][C:20]=2[N:21]=1.